From a dataset of Forward reaction prediction with 1.9M reactions from USPTO patents (1976-2016). Predict the product of the given reaction. (1) Given the reactants Cl.[N:2]1[CH:7]=[CH:6][CH:5]=[CH:4][C:3]=1[C:8]1[CH:13]=[CH:12][CH:11]=[CH:10][C:9]=1C1C=CC(N)=CC=1.[Cl:21][C:22]1[CH:30]=[CH:29][C:28]([N+:31]([O-:33])=[O:32])=[CH:27][C:23]=1[C:24](Cl)=[O:25].[N:34]1C=CC=CC=1, predict the reaction product. The product is: [ClH:21].[N:2]1[CH:7]=[CH:6][CH:5]=[CH:4][C:3]=1[C:8]1[CH:9]=[CH:10][C:11]([NH:34][C:24]([C:23]2[CH:27]=[C:28]([N+:31]([O-:33])=[O:32])[CH:29]=[CH:30][C:22]=2[Cl:21])=[O:25])=[CH:12][CH:13]=1. (2) Given the reactants [CH3:1][O:2][C:3](=[O:42])[C:4]1[CH:9]=[CH:8][C:7]([N:10]2[CH:14]=[C:13]([C:15]3[CH:20]=[CH:19][C:18]([Cl:21])=[CH:17][C:16]=3[Cl:22])[N:12]=[C:11]2[CH2:23][C:24]2[CH:29]=[CH:28][C:27]([C:30]3[CH:35]=[CH:34][C:33]([OH:36])=[CH:32][CH:31]=3)=[CH:26][CH:25]=2)=[CH:6][C:5]=1[NH:37][S:38]([CH3:41])(=[O:40])=[O:39].[C:43]([C:47]1[CH:52]=[CH:51][C:50](B(O)O)=[CH:49][CH:48]=1)([CH3:46])([CH3:45])[CH3:44], predict the reaction product. The product is: [CH3:1][O:2][C:3](=[O:42])[C:4]1[CH:9]=[CH:8][C:7]([N:10]2[CH:14]=[C:13]([C:15]3[CH:20]=[CH:19][C:18]([Cl:21])=[CH:17][C:16]=3[Cl:22])[N:12]=[C:11]2[CH2:23][C:24]2[CH:25]=[CH:26][C:27]([C:30]3[CH:35]=[CH:34][C:33]([O:36][C:50]4[CH:51]=[CH:52][C:47]([C:43]([CH3:46])([CH3:45])[CH3:44])=[CH:48][CH:49]=4)=[CH:32][CH:31]=3)=[CH:28][CH:29]=2)=[CH:6][C:5]=1[NH:37][S:38]([CH3:41])(=[O:39])=[O:40].